Dataset: Full USPTO retrosynthesis dataset with 1.9M reactions from patents (1976-2016). Task: Predict the reactants needed to synthesize the given product. (1) The reactants are: F[C:2]1[CH:7]=[CH:6][C:5]([F:8])=[CH:4][C:3]=1[N+:9]([O-:11])=[O:10].[NH2:12][C:13]1[CH:18]=[CH:17][C:16]([CH2:19][CH2:20][OH:21])=[CH:15][CH:14]=1. Given the product [F:8][C:5]1[CH:6]=[CH:7][C:2]([NH:12][C:13]2[CH:18]=[CH:17][C:16]([CH2:19][CH2:20][OH:21])=[CH:15][CH:14]=2)=[C:3]([N+:9]([O-:11])=[O:10])[CH:4]=1, predict the reactants needed to synthesize it. (2) Given the product [NH:1]1[C:9]2[C:4](=[C:5]([NH:10][C:12]3[CH:21]=[CH:20][C:19]([Cl:22])=[CH:18][C:13]=3[C:14]([O:16][CH3:17])=[O:15])[CH:6]=[CH:7][CH:8]=2)[CH:3]=[CH:2]1, predict the reactants needed to synthesize it. The reactants are: [NH:1]1[C:9]2[CH:8]=[CH:7][CH:6]=[C:5]([NH2:10])[C:4]=2[CH:3]=[CH:2]1.Br[C:12]1[CH:21]=[CH:20][C:19]([Cl:22])=[CH:18][C:13]=1[C:14]([O:16][CH3:17])=[O:15].C(=O)([O-])[O-].[Cs+].[Cs+].C1(C)C=CC=CC=1. (3) Given the product [N+:87](=[CH2:88])=[N-:134].[CH3:117][C@@H:118]1[CH2:154][CH:153]2[O:155][C@@H:120]([CH2:121][CH:122]=[CH:123][CH:124]=[CH:125][CH2:126][CH2:127][CH:128]=[CH:129][CH:130]=[CH:131][C:132]([NH:134][CH:135]([CH:223]([OH:227])[C:224]([OH:226])=[O:225])[C:136]([O:138][CH:139]([CH:173]([NH:177][C:178]([CH:180]([CH:182]([OH:222])[CH2:183][CH2:184][CH:185]([CH:187]([OH:221])/[C:188](/[CH3:220])=[CH:189]\[CH:190]([CH:192]([OH:219])[CH:193]([NH:198][C:199](/[CH:201]=[CH:202]\[C:203]([C:206]([CH:208]([CH:210]([OH:218])[C:211]([C:214]([O:216][CH3:217])=[O:215])([CH3:213])[CH3:212])[CH3:209])=[O:207])([CH3:204])[CH3:205])=[O:200])[CH2:194][CH:195]([CH3:196])[CH3:197])[CH3:191])[CH3:186])[CH3:181])=[O:179])[CH:174]([OH:176])[CH3:175])[CH:140]([CH3:172])[CH:141]([O:163][C:164]([CH2:166][CH:167]([OH:171])[C:168]([OH:170])=[O:169])=[O:165])[CH2:142][CH:143]=[C:144]([CH3:162])[CH:145]([OH:161])[CH:146]([CH3:160])[CH:147]=[C:148]([CH3:159])[CH:149]([OH:158])[CH:150]([CH3:157])[CH:151]([OH:156])[CH2:152]2)=[O:137])=[O:133])[CH2:119]1, predict the reactants needed to synthesize it. The reactants are: CO.[I-].[Cs+].C[C@H]1C[C@@H]2O[C@H](CC=CC=CCCC=CC=CC(NC(C(O)C(O)=O)C(OC(C(NC(C(C(O)CCC(C(O)/C(/C)=C/C(C(O)C([NH:87][C:88](/C=C/C(C(C(C(O)C(C(OC)=O)(C)C)C)=O)(C)C)=O)C(O)C(C)C)C)C)C)=O)C(O)C)C(C)C(OC(CC(O)C(O)=O)=O)CC=C(C)C(O)C(C)C=C(C)C(O)C(C)C(O)C2)=O)=O)C1.[CH3:117][C@@H:118]1[CH2:154][CH:153]2[O:155][C@@H:120]([CH2:121][CH:122]=[CH:123][CH:124]=[CH:125][CH2:126][CH2:127][CH:128]=[CH:129][CH:130]=[CH:131][C:132]([NH:134][CH:135]([CH:223]([OH:227])[C:224]([OH:226])=[O:225])[C:136]([O:138][CH:139]([CH:173]([NH:177][C:178]([CH:180]([CH:182]([OH:222])[CH2:183][CH2:184][CH:185]([CH:187]([OH:221])/[C:188](/[CH3:220])=[CH:189]\[CH:190]([CH:192]([OH:219])[CH:193]([NH:198][C:199](/[CH:201]=[CH:202]\[C:203]([C:206]([CH:208]([CH:210]([OH:218])[C:211]([C:214]([O:216][CH3:217])=[O:215])([CH3:213])[CH3:212])[CH3:209])=[O:207])([CH3:205])[CH3:204])=[O:200])[CH2:194][CH:195]([CH3:197])[CH3:196])[CH3:191])[CH3:186])[CH3:181])=[O:179])[CH:174]([OH:176])[CH3:175])[CH:140]([CH3:172])[CH:141]([O:163][C:164]([CH2:166][CH:167]([OH:171])[C:168]([OH:170])=[O:169])=[O:165])[CH2:142][CH:143]=[C:144]([CH3:162])[CH:145]([OH:161])[CH:146]([CH3:160])[CH:147]=[C:148]([CH3:159])[CH:149]([OH:158])[CH:150]([CH3:157])[CH:151]([OH:156])[CH2:152]2)=[O:137])=[O:133])[CH2:119]1. (4) Given the product [S:21]([C:18]1[CH:19]=[CH:20][C:15]([CH3:25])=[CH:16][CH:17]=1)([OH:24])(=[O:23])=[O:22].[C:1]([C:5]1[CH:6]=[C:7]2[C:11](=[CH:12][CH:13]=1)[C@H:10]([NH2:14])[CH2:9][CH2:8]2)([CH3:4])([CH3:2])[CH3:3], predict the reactants needed to synthesize it. The reactants are: [C:1]([C:5]1[CH:6]=[C:7]2[C:11](=[CH:12][CH:13]=1)[C@H:10]([NH2:14])[CH2:9][CH2:8]2)([CH3:4])([CH3:3])[CH3:2].[C:15]1([CH3:25])[CH:20]=[CH:19][C:18]([S:21]([OH:24])(=[O:23])=[O:22])=[CH:17][CH:16]=1. (5) The reactants are: [Br:1][C:2]1[CH:3]=[C:4]([C:9]([O:11][CH3:12])=[O:10])[CH:5]=[N:6][C:7]=1[OH:8].O[CH2:14][CH2:15][C:16]([O:18][C:19]([CH3:22])([CH3:21])[CH3:20])=[O:17].C1(P(C2C=CC=CC=2)C2C=CC=CC=2)C=CC=CC=1.N(C(OCC)=O)=NC(OCC)=O. Given the product [Br:1][C:2]1[CH:3]=[C:4]([C:9]([O:11][CH3:12])=[O:10])[CH:5]=[N:6][C:7]=1[O:8][CH2:14][CH2:15][C:16]([O:18][C:19]([CH3:22])([CH3:21])[CH3:20])=[O:17], predict the reactants needed to synthesize it. (6) Given the product [C:1]([C:3]1[CH:4]=[C:5]2[N:11]=[C:10]([C:12]([C:18]3[C:26]([O:27][CH3:28])=[CH:25][C:24]([CH3:29])=[C:23]4[C:19]=3[CH:20]=[CH:21][N:22]4[C:30]([O:32][C:33]([CH3:34])([CH3:36])[CH3:35])=[O:31])([NH:42][CH3:41])[C:13]([F:16])([F:15])[F:14])[NH:9][C:6]2=[N:7][CH:8]=1)#[N:2], predict the reactants needed to synthesize it. The reactants are: [C:1]([C:3]1[CH:4]=[C:5]2[N:11]=[C:10]([C:12]([C:18]3[C:26]([O:27][CH3:28])=[CH:25][C:24]([CH3:29])=[C:23]4[C:19]=3[CH:20]=[CH:21][N:22]4[C:30]([O:32][C:33]([CH3:36])([CH3:35])[CH3:34])=[O:31])(O)[C:13]([F:16])([F:15])[F:14])[NH:9][C:6]2=[N:7][CH:8]=1)#[N:2].S(Cl)(Cl)=O.[CH3:41][NH2:42]. (7) Given the product [N:19]1[CH:24]=[CH:23][CH:22]=[CH:21][C:20]=1[S:25][C:2]1[N:3]=[CH:4][N:5]2[CH:9]=[CH:8][S:7][C:6]=12, predict the reactants needed to synthesize it. The reactants are: I[C:2]1[N:3]=[CH:4][N:5]2[CH:9]=[CH:8][S:7][C:6]=12.C([Mg]Br)C.C1COCC1.[N:19]1[CH:24]=[CH:23][CH:22]=[CH:21][C:20]=1[S:25](=O)([S:25][C:20]1[CH:21]=[CH:22][CH:23]=[CH:24][N:19]=1)=O.[Cl-].[NH4+].